The task is: Regression. Given a peptide amino acid sequence and an MHC pseudo amino acid sequence, predict their binding affinity value. This is MHC class I binding data.. This data is from Peptide-MHC class I binding affinity with 185,985 pairs from IEDB/IMGT. (1) The peptide sequence is AVFIHNFKRK. The MHC is HLA-B40:01 with pseudo-sequence HLA-B40:01. The binding affinity (normalized) is 0. (2) The peptide sequence is YHDDDNTTT. The MHC is HLA-B39:01 with pseudo-sequence HLA-B39:01. The binding affinity (normalized) is 0.460. (3) The peptide sequence is VLWDIPTPK. The MHC is HLA-A03:01 with pseudo-sequence HLA-A03:01. The binding affinity (normalized) is 0.756. (4) The peptide sequence is RSLYNTVATLY. The binding affinity (normalized) is 0. The MHC is HLA-A02:06 with pseudo-sequence HLA-A02:06.